From a dataset of Full USPTO retrosynthesis dataset with 1.9M reactions from patents (1976-2016). Predict the reactants needed to synthesize the given product. Given the product [F:21][C:18]1[CH:19]=[C:20]([N:1]2[C:9]3[C:4](=[CH:5][C:6]([C:10]([O:12][CH3:13])=[O:11])=[CH:7][CH:8]=3)[CH:3]=[CH:2]2)[CH:15]=[CH:16][C:17]=1[F:22], predict the reactants needed to synthesize it. The reactants are: [NH:1]1[C:9]2[C:4](=[CH:5][C:6]([C:10]([O:12][CH3:13])=[O:11])=[CH:7][CH:8]=2)[CH:3]=[CH:2]1.I[C:15]1[CH:20]=[CH:19][C:18]([F:21])=[C:17]([F:22])[CH:16]=1.CN[C@@H]1CCCC[C@H]1NC.[O-]P([O-])([O-])=O.[K+].[K+].[K+].